Dataset: Full USPTO retrosynthesis dataset with 1.9M reactions from patents (1976-2016). Task: Predict the reactants needed to synthesize the given product. (1) Given the product [CH3:27][O:26][C:21]1[CH:22]=[CH:23][CH:24]=[CH:25][C:20]=1[C:18]1[N:30]=[N:29][C:2]2[CH2:3][CH2:4][CH2:5][CH2:6][CH2:7][CH2:8][C:1]=2[CH:17]=1, predict the reactants needed to synthesize it. The reactants are: [C:1]1(=O)[CH2:8][CH2:7][CH2:6][CH2:5][CH2:4][CH2:3][C:2]1=O.COP([CH2:17][C:18]([C:20]1[CH:25]=[CH:24][CH:23]=[CH:22][C:21]=1[O:26][CH3:27])=O)(=O)OC.O.[NH2:29][NH2:30]. (2) The reactants are: [ClH:1].C(OC(=O)[NH:8][C@H:9]([C:13]([N:15]1[CH2:20][CH2:19][CH:18]([O:21][C:22]2[N:27]=[CH:26][C:25]([Cl:28])=[CH:24][N:23]=2)[CH2:17][CH2:16]1)=[O:14])[CH:10]([CH3:12])[CH3:11])(C)(C)C. Given the product [ClH:28].[ClH:1].[Cl:28][C:25]1[CH:24]=[N:23][C:22]([O:21][CH:18]2[CH2:19][CH2:20][N:15]([C:13](=[O:14])[C@@H:9]([NH2:8])[CH:10]([CH3:12])[CH3:11])[CH2:16][CH2:17]2)=[N:27][CH:26]=1, predict the reactants needed to synthesize it. (3) Given the product [F:29][C:28]([F:31])([F:30])[C:24]1[CH:23]=[C:22]([NH:21][C:19]([C:15]2[CH:14]=[C:13]([N:11]3[CH2:12][C:7]4[CH:6]=[N:5][C:4]([NH2:37])=[N:9][C:8]=4[CH2:10]3)[CH:18]=[CH:17][N:16]=2)=[O:20])[CH:27]=[CH:26][CH:25]=1, predict the reactants needed to synthesize it. The reactants are: CS([C:4]1[N:5]=[CH:6][C:7]2[CH2:12][N:11]([C:13]3[CH:18]=[CH:17][N:16]=[C:15]([C:19]([NH:21][C:22]4[CH:27]=[CH:26][CH:25]=[C:24]([C:28]([F:31])([F:30])[F:29])[CH:23]=4)=[O:20])[CH:14]=3)[CH2:10][C:8]=2[N:9]=1)=O.CS(C1[N:37]=CC2CN(C3C=CN=C(C(NC4C=CC=C(C(F)(F)F)C=4)=O)C=3)CC=2N=1)(=O)=O.[OH-].[NH4+]. (4) The reactants are: C([O:5][C:6](=O)[NH:7][C:8]1[S:9][C:10]2[C:16]([C:17]3[CH:22]=[CH:21][CH:20]=[CH:19][CH:18]=3)=[CH:15][CH:14]=[C:13]([O:23][CH3:24])[C:11]=2[N:12]=1)(C)(C)C.[NH2:26][CH2:27][CH2:28][N:29]1[CH:33]=[CH:32][N:31]=[CH:30]1.[ClH:34].CCO. Given the product [ClH:34].[N:29]1([CH2:28][CH2:27][NH:26][C:6]([NH:7][C:8]2[S:9][C:10]3[C:16]([C:17]4[CH:22]=[CH:21][CH:20]=[CH:19][CH:18]=4)=[CH:15][CH:14]=[C:13]([O:23][CH3:24])[C:11]=3[N:12]=2)=[O:5])[CH:33]=[CH:32][N:31]=[CH:30]1, predict the reactants needed to synthesize it. (5) Given the product [CH3:1][C:2]1[CH:9]=[CH:8][C:5]([CH2:6][NH:7][CH2:1][C:2]2[CH:9]=[CH:8][C:5]([CH3:6])=[CH:4][CH:3]=2)=[CH:4][CH:3]=1, predict the reactants needed to synthesize it. The reactants are: [CH3:1][C:2]1[CH:9]=[CH:8][C:5]([CH2:6][NH2:7])=[CH:4][CH:3]=1.